This data is from Catalyst prediction with 721,799 reactions and 888 catalyst types from USPTO. The task is: Predict which catalyst facilitates the given reaction. (1) Reactant: CC(C)([O-])C.[K+].[C:7]([CH2:9][C:10](OCC)=[O:11])#[N:8].[S:15]1[CH:19]=[CH:18][N:17]=[C:16]1[C:20]([NH2:22])=[NH:21]. Product: [NH2:8][C:7]1[N:22]=[C:20]([C:16]2[S:15][CH:19]=[CH:18][N:17]=2)[N:21]=[C:10]([OH:11])[CH:9]=1. The catalyst class is: 51. (2) Reactant: [CH3:1][O:2][CH2:3][CH2:4][NH:5][C:6]1[C:7]([CH3:19])=[C:8]([CH:12]=[CH:13][C:14]=1[S:15]([CH3:18])(=[O:17])=[O:16])[C:9]([OH:11])=[O:10].C=O.[BH4-].[Na+].F[C:25](F)(F)C(O)=O.OS(O)(=O)=O. Product: [CH3:1][O:2][CH2:3][CH2:4][N:5]([CH3:25])[C:6]1[C:7]([CH3:19])=[C:8]([CH:12]=[CH:13][C:14]=1[S:15]([CH3:18])(=[O:16])=[O:17])[C:9]([OH:11])=[O:10]. The catalyst class is: 1. (3) Reactant: [CH3:1][O:2][C:3]1[CH:12]=[C:11]2[C:6]([C:7](=O)[NH:8][C:9]([C:13]3[CH:18]=[CH:17][CH:16]=[C:15]([N+:19]([O-:21])=[O:20])[CH:14]=3)=[N:10]2)=[CH:5][C:4]=1[O:23][CH2:24][CH2:25][O:26][CH3:27].C(Cl)(=O)C([Cl:31])=O. Product: [Cl:31][C:7]1[C:6]2[C:11](=[CH:12][C:3]([O:2][CH3:1])=[C:4]([O:23][CH2:24][CH2:25][O:26][CH3:27])[CH:5]=2)[N:10]=[C:9]([C:13]2[CH:18]=[CH:17][CH:16]=[C:15]([N+:19]([O-:21])=[O:20])[CH:14]=2)[N:8]=1. The catalyst class is: 3.